Predict the product of the given reaction. From a dataset of Forward reaction prediction with 1.9M reactions from USPTO patents (1976-2016). Given the reactants [F:1][C:2]([F:14])([F:13])[C:3]1[CH:4]=[C:5]([NH:9][C:10](=[O:12])[CH3:11])[CH:6]=[CH:7][CH:8]=1.[N+:15]([O-])([OH:17])=[O:16], predict the reaction product. The product is: [N+:15]([C:4]1[C:3]([C:2]([F:13])([F:14])[F:1])=[CH:8][CH:7]=[CH:6][C:5]=1[NH:9][C:10](=[O:12])[CH3:11])([O-:17])=[O:16].